This data is from CYP2D6 inhibition data for predicting drug metabolism from PubChem BioAssay. The task is: Regression/Classification. Given a drug SMILES string, predict its absorption, distribution, metabolism, or excretion properties. Task type varies by dataset: regression for continuous measurements (e.g., permeability, clearance, half-life) or binary classification for categorical outcomes (e.g., BBB penetration, CYP inhibition). Dataset: cyp2d6_veith. (1) The drug is COc1ccc(NC(=O)C(=O)NNC(=O)c2cccs2)c(OC)c1. The result is 0 (non-inhibitor). (2) The compound is CN(Cc1cc2ccccc2[nH]c1=O)S(C)(=O)=O. The result is 0 (non-inhibitor). (3) The drug is CCNC(=S)NS(=O)(=O)c1ccccc1. The result is 0 (non-inhibitor). (4) The drug is Cc1cccc(C(=O)Nc2cccc(OC(=O)c3cccc(C)c3)c2)c1. The result is 0 (non-inhibitor). (5) The drug is CCC(C#CCN1CCCCC1)(CC)OCCC#N. The result is 0 (non-inhibitor).